From a dataset of Forward reaction prediction with 1.9M reactions from USPTO patents (1976-2016). Predict the product of the given reaction. (1) Given the reactants O.[NH2:2][NH2:3].[OH-].[Na+].[CH2:6]([CH:10]1[CH2:16][C:15](=[O:17])[O:14][C:12](=[O:13])[CH2:11]1)[CH:7]([CH3:9])[CH3:8].C(O)(C)C, predict the reaction product. The product is: [NH:2]([C:12]([CH2:11][CH:10]([CH2:6][CH:7]([CH3:9])[CH3:8])[CH2:16][C:15]([OH:14])=[O:17])=[O:13])[NH2:3]. (2) Given the reactants [CH3:1][C:2]1[CH:7]=[CH:6][CH:5]=[C:4]([CH3:8])[C:3]=1[C:9]1[N:13]2[C:14]3[CH:15]=[CH:16][CH:17]=[CH:18][C:19]=3[C:20]3[CH:21]=[CH:22][C:23]([OH:26])=[CH:24][C:25]=3[C:12]2=[N:11][CH:10]=1.Br[C:28]1[CH:40]=[CH:39][C:38]2[C:37]3[C:32](=[CH:33][CH:34]=[CH:35][CH:36]=3)[N:31]([C:41]3[CH:46]=[CH:45][CH:44]=[CH:43][N:42]=3)[C:30]=2[CH:29]=1.N1C=CC=CC=1C(O)=O.O.P([O-])([O-])([O-])=O.[K+].[K+].[K+], predict the reaction product. The product is: [CH3:1][C:2]1[CH:7]=[CH:6][CH:5]=[C:4]([CH3:8])[C:3]=1[C:9]1[N:13]2[C:14]3[CH:15]=[CH:16][CH:17]=[CH:18][C:19]=3[C:20]3[CH:21]=[CH:22][C:23]([O:26][C:28]4[CH:40]=[CH:39][C:38]5[C:37]6[C:32](=[CH:33][CH:34]=[CH:35][CH:36]=6)[N:31]([C:41]6[CH:46]=[CH:45][CH:44]=[CH:43][N:42]=6)[C:30]=5[CH:29]=4)=[CH:24][C:25]=3[C:12]2=[N:11][CH:10]=1. (3) Given the reactants Cl.[Cl:2][C:3]1[C:4]([NH:13][C@H:14]2[CH2:18][CH2:17][CH2:16][C@@H:15]2[NH2:19])=[N:5][CH:6]=[C:7]([C:9]([F:12])([F:11])[F:10])[CH:8]=1.[N:20]1[N:21]([C:25]2[C:26]([C:31](O)=[O:32])=[N:27][CH:28]=[CH:29][CH:30]=2)[N:22]=[CH:23][CH:24]=1.C(Cl)CCl.N1C2C(=NC=CC=2)N(O)N=1.C(N(CC)CC)C, predict the reaction product. The product is: [Cl:2][C:3]1[C:4]([NH:13][C@H:14]2[CH2:18][CH2:17][CH2:16][C@@H:15]2[NH:19][C:31]([C:26]2[C:25]([N:21]3[N:22]=[CH:23][CH:24]=[N:20]3)=[CH:30][CH:29]=[CH:28][N:27]=2)=[O:32])=[N:5][CH:6]=[C:7]([C:9]([F:12])([F:10])[F:11])[CH:8]=1. (4) Given the reactants [CH2:1](O)[CH3:2].[CH3:4]COC(C)=O.[NH2:10][C:11]1[CH:16]=[CH:15][CH:14]=[CH:13][CH:12]=1.C(=O)([O-])[O-].[K+].[K+], predict the reaction product. The product is: [NH:10]1[C:11]2[C:16](=[CH:15][CH:14]=[CH:13][CH:12]=2)[CH2:2][CH:1]=[CH:4]1. (5) Given the reactants [F:1][C:2]1[C:7]2[N:8]=[CH:9][O:10][C:6]=2[C:5]2[NH:11][C:12](=[O:22])[N:13]([C:14]3[CH:19]=[CH:18][C:17]([I:20])=[CH:16][C:15]=3[F:21])[C:4]=2[C:3]=1[F:23].[CH3:24][N:25]([CH3:30])[S:26](Cl)(=[O:28])=[O:27], predict the reaction product. The product is: [CH3:24][N:25]([CH3:30])[S:26]([N:11]1[C:5]2[C:6]3[O:10][CH:9]=[N:8][C:7]=3[C:2]([F:1])=[C:3]([F:23])[C:4]=2[N:13]([C:14]2[CH:19]=[CH:18][C:17]([I:20])=[CH:16][C:15]=2[F:21])[C:12]1=[O:22])(=[O:28])=[O:27]. (6) Given the reactants Br[C:2]1[C:6]2[CH:7]=[N:8][C:9]([NH2:23])=[C:10]([O:11][C@@H:12]([C:14]3[C:19]([Cl:20])=[CH:18][CH:17]=[C:16]([F:21])[C:15]=3[Cl:22])[CH3:13])[C:5]=2[O:4][CH:3]=1.C(OC(=O)[NH:30][CH:31]1[CH2:36][CH2:35][CH:34]=[C:33](B2OC(C)(C)C(C)(C)O2)[CH2:32]1)(C)(C)C.C(OC(=O)NC1CCCC(B2OC(C)(C)C(C)(C)O2)=C1)(C)(C)C, predict the reaction product. The product is: [NH2:30][CH:31]1[CH2:36][CH2:35][CH2:34][C:33]([C:2]2[C:6]3[CH:7]=[N:8][C:9]([NH2:23])=[C:10]([O:11][C@@H:12]([C:14]4[C:19]([Cl:20])=[CH:18][CH:17]=[C:16]([F:21])[C:15]=4[Cl:22])[CH3:13])[C:5]=3[O:4][CH:3]=2)=[CH:32]1. (7) Given the reactants [CH2:1]([C:8]1[C:9]([CH3:14])=[N:10][NH:11][C:12]=1[NH2:13])[C:2]1[CH:7]=[CH:6][CH:5]=[CH:4][CH:3]=1.[NH:15]1[C:19]2[CH:20]=[CH:21][C:22]([C:24](=O)[CH2:25][C:26](OCC)=[O:27])=[CH:23][C:18]=2[N:17]=[N:16]1.CC1C=CC(S(O)(=O)=O)=CC=1, predict the reaction product. The product is: [NH:15]1[C:19]2[CH:20]=[CH:21][C:22]([C:24]3[NH:13][C:12]4[N:11]([N:10]=[C:9]([CH3:14])[C:8]=4[CH2:1][C:2]4[CH:3]=[CH:4][CH:5]=[CH:6][CH:7]=4)[C:26](=[O:27])[CH:25]=3)=[CH:23][C:18]=2[N:17]=[N:16]1.